This data is from Full USPTO retrosynthesis dataset with 1.9M reactions from patents (1976-2016). The task is: Predict the reactants needed to synthesize the given product. (1) Given the product [CH3:1][C:2]1[CH:7]=[CH:6][C:5]([NH:8][C:9]2[C:10]([NH2:15])=[CH:11][CH:12]=[CH:13][CH:14]=2)=[CH:4][CH:3]=1, predict the reactants needed to synthesize it. The reactants are: [CH3:1][C:2]1[CH:7]=[CH:6][C:5]([NH:8][C:9]2[CH:14]=[CH:13][CH:12]=[CH:11][C:10]=2[N+:15]([O-])=O)=[CH:4][CH:3]=1. (2) Given the product [N:12]1([CH2:8][C:9]2[CH:10]=[C:11]3[C:16](=[CH:17][CH:18]=2)[NH:15][C:14](=[O:19])[C:13]([C:20]2[S:21][CH:22]=[CH:23][CH:24]=2)=[N:12]3)[CH2:3][CH2:1][CH2:9][CH2:10][CH2:11]1.[O:19]=[C:14]1[C:13]([C:20]2[S:21][CH:22]=[CH:23][CH:24]=2)=[N:12][C:11]2[C:16](=[CH:17][CH:18]=[C:9]([CH:8]=[O:7])[CH:10]=2)[NH:15]1, predict the reactants needed to synthesize it. The reactants are: [C:1](Cl)([C:3](Cl)=O)=O.[OH:7][CH2:8][C:9]1[CH:10]=[C:11]2[C:16](=[CH:17][CH:18]=1)[NH:15][C:14](=[O:19])[C:13]([C:20]1[S:21][CH:22]=[CH:23][CH:24]=1)=[N:12]2. (3) Given the product [C:21]1([C:30]2[CH:31]=[CH:32][CH:33]=[CH:34][CH:35]=2)[CH:26]=[CH:25][C:24]([C:2]2[CH:3]=[C:4]([C:8]([NH:10][C:11]3[O:12][C:13]([C:16]4[O:17][CH:18]=[CH:19][CH:20]=4)=[N:14][N:15]=3)=[O:9])[CH:5]=[N:6][CH:7]=2)=[CH:23][CH:22]=1, predict the reactants needed to synthesize it. The reactants are: Br[C:2]1[CH:3]=[C:4]([C:8]([NH:10][C:11]2[O:12][C:13]([C:16]3[O:17][CH:18]=[CH:19][CH:20]=3)=[N:14][N:15]=2)=[O:9])[CH:5]=[N:6][CH:7]=1.[C:21]1([C:30]2[CH:35]=[CH:34][CH:33]=[CH:32][CH:31]=2)[CH:26]=[CH:25][C:24](B(O)O)=[CH:23][CH:22]=1.